From a dataset of Full USPTO retrosynthesis dataset with 1.9M reactions from patents (1976-2016). Predict the reactants needed to synthesize the given product. (1) The reactants are: Cl.[NH:2]([C:4]1[CH:9]=[CH:8][C:7]([CH2:10][N:11]2[CH:15]=[N:14][CH:13]=[N:12]2)=[CH:6][CH:5]=1)N.O.C(O[CH:20](OCC)[CH2:21][CH2:22][CH2:23][N:24]([CH3:26])[CH3:25])C. Given the product [CH3:25][N:24]([CH2:23][CH2:22][C:21]1[C:5]2[CH:6]=[C:7]([CH2:10][N:11]3[N:12]=[CH:13][N:14]=[CH:15]3)[CH:8]=[CH:9][C:4]=2[NH:2][CH:20]=1)[CH3:26], predict the reactants needed to synthesize it. (2) Given the product [N:5]1[CH:4]=[CH:3][N:7]2[C:6]=1[C:12]1[CH:13]=[CH:14][CH:15]=[CH:16][C:11]=1[NH:10][C:9]1[N:17]=[CH:18][CH:19]=[CH:20][C:8]2=1, predict the reactants needed to synthesize it. The reactants are: CO[CH:3](OC)[CH2:4][NH:5][C:6]1[C:12]2[CH:13]=[CH:14][CH:15]=[CH:16][C:11]=2[NH:10][C:9]2[N:17]=[CH:18][CH:19]=[CH:20][C:8]=2[N:7]=1.